From a dataset of HIV replication inhibition screening data with 41,000+ compounds from the AIDS Antiviral Screen. Binary Classification. Given a drug SMILES string, predict its activity (active/inactive) in a high-throughput screening assay against a specified biological target. (1) The drug is CC(=NN=Cc1ccccn1)C(C)=NN=C(C)C(C)=NN=C(C)C(C)=NN=Cc1ccccn1. The result is 0 (inactive). (2) The molecule is Nc1nc(S)nc(N)c1N=O. The result is 1 (active). (3) The compound is COc1cc2c(c([N+](=O)[O-])c1)NC(=O)CS2. The result is 0 (inactive). (4) The result is 0 (inactive). The drug is CC(C)(C)NC(=O)C12C3C4C1C1C2C3C41I. (5) The compound is NNC(=O)NN=C1C(=O)N(c2nccs2)C(=O)C(=O)C1c1nc2ccccc2s1. The result is 0 (inactive). (6) The molecule is Cc1ccc(S(=O)(=O)N2CC3OC(C)(C)OC3C2CO)cc1. The result is 0 (inactive). (7) The result is 0 (inactive). The drug is COc1ccc(N2C(=O)c3cccnc3S2(=O)=O)cc1.